This data is from Drug-target binding data from BindingDB using IC50 measurements. The task is: Regression. Given a target protein amino acid sequence and a drug SMILES string, predict the binding affinity score between them. We predict pIC50 (pIC50 = -log10(IC50 in M); higher means more potent). Dataset: bindingdb_ic50. The compound is C[C@@H]1CNC[C@@H](O)[C@@H](O)[C@@H]1O. The target protein (Q653V7) has sequence MMGSPPAPPARRLGALAVFLLALFLAAPWGVDCGYNVASVAGSKNRLRARLELAGGGGGAAPELGPDVRRLSLTASLETDSRLHVRITDADHPRWEVPQDVIPRPSPDSFLAATRPGGGRVLSTATSDLTFAIHTSPFRFTVTRRSTGDVLFDTTPNLVFKDRYLELTSSLPPPGRASLYGLGEQTKRTFRLQRNDTFTLWNSDIAAGNVDLNLYGSHPFYMDVRSGGGGGGGAAHGVLLLNSNGMDVIYGGSYVTYKVIGGVLDFYFFAGPSPLAVVDQYTQLIGRPAPMPYWSFGFHQCRYGYKNVADLEGVVAGYAKARIPLEVMWTDIDYMDAYKDFTLDPVNFPADRMRPFVDRLHRNGQKFVVIIDPGINVNTTYGTFVRGMKQDIFLKWNGSNYLGVVWPGNVYFPDFLNPRAAEFWAREIAAFRRTLPVDGLWVDMNEISNFVDPPPLNAIDDPPYRINNSGVRRPINNKTVPASAVHYGGVAEYDAHNLFG.... The pIC50 is 4.9.